This data is from Reaction yield outcomes from USPTO patents with 853,638 reactions. The task is: Predict the reaction yield, written as a fraction of the theoretical maximum amount of product (1.0 means a 100% yield; for example, 0.34 means a 34% yield). (1) The reactants are Br[C:2]1[CH:7]=[CH:6][CH:5]=[C:4]([C:8]2[CH:13]=[CH:12][C:11]([F:14])=[CH:10][C:9]=2[CH3:15])[N:3]=1.[F:16][C:17]1[CH:23]=[CH:22][CH:21]=[C:20]([F:24])[C:18]=1N.[H-].[Na+]. The catalyst is O1CCCC1.[NH4+].[Cl-]. The product is [F:16][C:17]1[CH:23]=[CH:22][CH:21]=[C:20]([F:24])[C:18]=1[C:2]1[CH:7]=[CH:6][CH:5]=[C:4]([C:8]2[CH:13]=[CH:12][C:11]([F:14])=[CH:10][C:9]=2[CH3:15])[N:3]=1. The yield is 0.400. (2) The reactants are FC([C:4]([O:10][C:11]([C:14]([C:17]([C:20](F)=[O:21])([F:19])[F:18])([F:16])[F:15])([F:13])[F:12])([C:6]([F:9])([F:8])[F:7])[F:5])=O.FC(F)(C(F)(F)C(F)=O)C(F)=[O:26].C(=O)([O-])[O-].[Na+].[Na+].C(=O)=O.S(=O)(=O)(O)O.[OH-].[Na+]. The catalyst is COCCOCCOC.O. The product is [C:6]([CH:4]([O:10][C:11]([C:14]([C:17]([C:20]([OH:26])=[O:21])([F:19])[F:18])([F:15])[F:16])([F:13])[F:12])[F:5])([F:9])([F:7])[F:8]. The yield is 0.950. (3) The reactants are [CH2:1]([NH:8][C:9]1[N:14]2[N:15]=[CH:16][C:17]([C:18]([OH:20])=O)=[C:13]2[N:12]=[CH:11][C:10]=1[C:21]([N:23]1[CH2:28][CH2:27][C:26]([F:35])([C:29]2[CH:34]=[CH:33][CH:32]=[CH:31][CH:30]=2)[CH2:25][CH2:24]1)=[O:22])[C:2]1[CH:7]=[CH:6][CH:5]=[CH:4][CH:3]=1.[CH3:36][S:37]([NH2:40])(=[O:39])=[O:38]. No catalyst specified. The product is [CH2:1]([NH:8][C:9]1[N:14]2[N:15]=[CH:16][C:17]([C:18]([NH:40][S:37]([CH3:36])(=[O:39])=[O:38])=[O:20])=[C:13]2[N:12]=[CH:11][C:10]=1[C:21]([N:23]1[CH2:24][CH2:25][C:26]([F:35])([C:29]2[CH:34]=[CH:33][CH:32]=[CH:31][CH:30]=2)[CH2:27][CH2:28]1)=[O:22])[C:2]1[CH:3]=[CH:4][CH:5]=[CH:6][CH:7]=1. The yield is 0.750. (4) The reactants are [N:1]12[CH2:8][CH2:7][N:4]([CH2:5][CH2:6]1)[CH2:3][CH2:2]2.CC(C)=O.[CH2:13]([Cl:15])[Cl:14]. No catalyst specified. The product is [Cl-:14].[Cl:15][CH2:13][N+:1]12[CH2:8][CH2:7][N:4]([CH2:5][CH2:6]1)[CH2:3][CH2:2]2. The yield is 0.680. (5) The reactants are [OH:1][C:2]1[C:3]([CH3:34])=[C:4]([CH:27]=[CH:28][C:29]=1[C:30]([F:33])([F:32])[F:31])[CH2:5][N:6]([C:21](=[O:26])[C:22]([F:25])([F:24])[F:23])[C:7]1[CH:20]=[CH:19][C:10]2[C@H:11]([CH2:14][C:15]([O:17][CH3:18])=[O:16])[CH2:12][O:13][C:9]=2[CH:8]=1.[F:35][C:36]([F:49])([F:48])[S:37](O[S:37]([C:36]([F:49])([F:48])[F:35])(=[O:39])=[O:38])(=[O:39])=[O:38]. The catalyst is N1C=CC=CC=1. The product is [CH3:34][C:3]1[C:2]([O:1][S:37]([C:36]([F:49])([F:48])[F:35])(=[O:39])=[O:38])=[C:29]([C:30]([F:33])([F:31])[F:32])[CH:28]=[CH:27][C:4]=1[CH2:5][N:6]([C:21](=[O:26])[C:22]([F:23])([F:24])[F:25])[C:7]1[CH:20]=[CH:19][C:10]2[C@H:11]([CH2:14][C:15]([O:17][CH3:18])=[O:16])[CH2:12][O:13][C:9]=2[CH:8]=1. The yield is 0.890. (6) The reactants are [F:1][C:2]1[CH:14]=[CH:13][C:5]([O:6][CH:7]2[CH2:12][CH2:11][NH:10][CH2:9][CH2:8]2)=[CH:4][CH:3]=1.[C:15]([O:19][C:20](=[O:31])[NH:21][C@H:22]1[CH2:27][CH2:26][C@H:25]([CH2:28][CH:29]=O)[CH2:24][CH2:23]1)([CH3:18])([CH3:17])[CH3:16].CO.C(O[BH-](OC(=O)C)OC(=O)C)(=O)C.[Na+]. The catalyst is ClCCCl. The product is [C:15]([O:19][C:20](=[O:31])[NH:21][C@H:22]1[CH2:23][CH2:24][C@H:25]([CH2:28][CH2:29][N:10]2[CH2:9][CH2:8][CH:7]([O:6][C:5]3[CH:13]=[CH:14][C:2]([F:1])=[CH:3][CH:4]=3)[CH2:12][CH2:11]2)[CH2:26][CH2:27]1)([CH3:18])([CH3:17])[CH3:16]. The yield is 0.925.